Dataset: Full USPTO retrosynthesis dataset with 1.9M reactions from patents (1976-2016). Task: Predict the reactants needed to synthesize the given product. (1) Given the product [I:11][C:10]1[C:4]2[C:5](=[CH:6][N:7]=[C:2]([CH3:1])[CH:3]=2)[NH:8][N:9]=1, predict the reactants needed to synthesize it. The reactants are: [CH3:1][C:2]1[CH:3]=[C:4]2[CH:10]=[N:9][NH:8][C:5]2=[CH:6][N:7]=1.[I:11]I.[OH-].[K+]. (2) Given the product [C:10]([O:9][C:8](=[O:14])[NH:7][C@@H:3]1[CH2:4][CH2:5][CH2:6][N:1]([C:21](=[O:22])[C:20]2[CH:24]=[CH:25][C:17]([NH:16][CH3:15])=[C:18]([N+:26]([O-:28])=[O:27])[CH:19]=2)[CH2:2]1)([CH3:11])([CH3:13])[CH3:12], predict the reactants needed to synthesize it. The reactants are: [NH:1]1[CH2:6][CH2:5][CH2:4][C@@H:3]([NH:7][C:8](=[O:14])[O:9][C:10]([CH3:13])([CH3:12])[CH3:11])[CH2:2]1.[CH3:15][NH:16][C:17]1[CH:25]=[CH:24][C:20]([C:21](O)=[O:22])=[CH:19][C:18]=1[N+:26]([O-:28])=[O:27].CN(C(ON1N=NC2C=CC=NC1=2)=[N+](C)C)C.F[P-](F)(F)(F)(F)F.CCN(C(C)C)C(C)C.